Dataset: Full USPTO retrosynthesis dataset with 1.9M reactions from patents (1976-2016). Task: Predict the reactants needed to synthesize the given product. (1) Given the product [F:14][C:12]([F:15])([F:13])[C:7]([C:4]1[S:3][C:2]([NH:1][P:24]([O:29][CH2:30][CH3:31])([O:26][CH2:27][CH3:28])=[O:25])=[N:6][CH:5]=1)([OH:16])[C:8]([F:9])([F:10])[F:11], predict the reactants needed to synthesize it. The reactants are: [NH2:1][C:2]1[S:3][C:4]([C:7]([OH:16])([C:12]([F:15])([F:14])[F:13])[C:8]([F:11])([F:10])[F:9])=[CH:5][N:6]=1.CCN(CC)CC.[P:24](Cl)([O:29][CH2:30][CH3:31])([O:26][CH2:27][CH3:28])=[O:25]. (2) Given the product [CH3:1][C:2]1[CH2:6][CH2:5][C:4](=[O:7])[C:3]=1[CH2:8][CH:9]=[C:10]([CH3:12])[CH3:11], predict the reactants needed to synthesize it. The reactants are: [CH3:1][C:2]1[CH2:6][CH2:5][C:4](=[O:7])[CH:3]=1.[CH2:8](Cl)[CH:9]=[C:10]([CH3:12])[CH3:11].C1(C)C=CC=CC=1.[OH-].[Na+]. (3) Given the product [Cl:1][C:2]1[CH:3]=[C:4]([NH:17][C:18]2[C:19]3[C:26]4[CH:27]=[CH:28][C:29](/[CH:31]=[CH:32]/[C:33]([OH:35])=[O:34])=[CH:30][C:25]=4[S:24][C:20]=3[N:21]=[CH:22][N:23]=2)[CH:5]=[CH:6][C:7]=1[O:8][CH2:9][C:10]1[CH:15]=[CH:14][CH:13]=[C:12]([F:16])[CH:11]=1, predict the reactants needed to synthesize it. The reactants are: [Cl:1][C:2]1[CH:3]=[C:4]([NH:17][C:18]2[C:19]3[C:26]4[CH:27]=[CH:28][C:29](/[CH:31]=[CH:32]/[C:33]([O:35]C)=[O:34])=[CH:30][C:25]=4[S:24][C:20]=3[N:21]=[CH:22][N:23]=2)[CH:5]=[CH:6][C:7]=1[O:8][CH2:9][C:10]1[CH:15]=[CH:14][CH:13]=[C:12]([F:16])[CH:11]=1.C(O)C.[OH-].[Li+]. (4) Given the product [Cl:26][C:12]1[CH:13]=[N:14][C:15]2[NH:16][C:17]3[CH:23]=[N:22][C:21]([C:24]#[N:25])=[CH:20][C:18]=3[C:19]=2[C:11]=1[O:10][CH2:9][C:5]1([CH3:8])[CH2:6][CH2:7][N:2]([CH3:1])[CH2:3][CH2:4]1, predict the reactants needed to synthesize it. The reactants are: [CH3:1][N:2]1[CH2:7][CH2:6][C:5]([CH2:9][O:10][C:11]2[C:19]3[C:18]4[CH:20]=[C:21]([C:24]#[N:25])[N:22]=[CH:23][C:17]=4[NH:16][C:15]=3[N:14]=[CH:13][CH:12]=2)([CH3:8])[CH2:4][CH2:3]1.[Cl:26]N1C(=O)CCC1=O. (5) Given the product [CH2:1]([O:3][C:4]([C:6]1[S:7][C:8]2[N:9]=[C:10]([CH3:32])[C:11]([C:29]#[N:30])=[C:12]3[C:17]=2[C:16]=1[NH:15][C:14](=[O:18])[N:13]3[C:19]1[C:27]2[O:26][CH2:25][O:24][C:23]=2[CH:22]=[CH:21][C:20]=1[Cl:28])=[O:5])[CH3:2], predict the reactants needed to synthesize it. The reactants are: [CH2:1]([O:3][C:4]([C:6]1[S:7][C:8]2[N:9]=[C:10](Cl)[C:11]([C:29]#[N:30])=[C:12]3[C:17]=2[C:16]=1[NH:15][C:14](=[O:18])[N:13]3[C:19]1[C:27]2[O:26][CH2:25][O:24][C:23]=2[CH:22]=[CH:21][C:20]=1[Cl:28])=[O:5])[CH3:2].[CH3:32][Sn](C)(C)C. (6) Given the product [CH2:1]([C:3]1[CH:32]=[CH:31][CH:30]=[C:29]([C:33]([F:36])([F:35])[F:34])[C:4]=1[CH2:5][N:6]1[C:14]2[C:9](=[C:10]([F:15])[CH:11]=[CH:12][CH:13]=2)[C:8]([C:16]2[C:25]([F:26])=[CH:24][C:19]([C:20]([OH:22])=[O:21])=[C:18]([OH:27])[CH:17]=2)=[N:7]1)[CH3:2], predict the reactants needed to synthesize it. The reactants are: [CH2:1]([C:3]1[CH:32]=[CH:31][CH:30]=[C:29]([C:33]([F:36])([F:35])[F:34])[C:4]=1[CH2:5][N:6]1[C:14]2[C:9](=[C:10]([F:15])[CH:11]=[CH:12][CH:13]=2)[C:8]([C:16]2[C:25]([F:26])=[CH:24][C:19]([C:20]([O:22]C)=[O:21])=[C:18]([O:27]C)[CH:17]=2)=[N:7]1)[CH3:2].B(Br)(Br)Br.C(#N)C. (7) Given the product [NH2:40][C:26]1[N:27]=[C:28]([C:30]2[CH:39]=[C:38]3[C:33]([CH2:34][CH2:35][N:36]([C:12]([NH:1][C:2]4[CH:11]=[CH:10][C:5]([C:6]([O:8][CH3:9])=[O:7])=[CH:4][N:3]=4)=[O:13])[CH2:37]3)=[CH:32][CH:31]=2)[CH:29]=[C:24]([N:21]2[CH2:20][CH2:19][N:18]([CH3:17])[CH2:23][CH2:22]2)[N:25]=1, predict the reactants needed to synthesize it. The reactants are: [NH2:1][C:2]1[CH:11]=[CH:10][C:5]([C:6]([O:8][CH3:9])=[O:7])=[CH:4][N:3]=1.[C:12](Cl)(Cl)=[O:13].Cl.[CH3:17][N:18]1[CH2:23][CH2:22][N:21]([C:24]2[CH:29]=[C:28]([C:30]3[CH:39]=[C:38]4[C:33]([CH2:34][CH2:35][NH:36][CH2:37]4)=[CH:32][CH:31]=3)[N:27]=[C:26]([NH2:40])[N:25]=2)[CH2:20][CH2:19]1.